From a dataset of Forward reaction prediction with 1.9M reactions from USPTO patents (1976-2016). Predict the product of the given reaction. Given the reactants [OH:1][C:2]1[CH:3]=[C:4]([CH:8]([C:11]([O:13][C:14]([CH3:17])([CH3:16])[CH3:15])=[O:12])[CH2:9][NH2:10])[CH:5]=[CH:6][CH:7]=1.C([O-])([O-])=O.[K+].[K+].Br[CH2:25][CH2:26][CH2:27][CH3:28], predict the reaction product. The product is: [CH2:25]([O:1][C:2]1[CH:3]=[C:4]([CH:8]([C:11]([O:13][C:14]([CH3:17])([CH3:16])[CH3:15])=[O:12])[CH2:9][NH2:10])[CH:5]=[CH:6][CH:7]=1)[CH2:26][CH2:27][CH3:28].